Dataset: Forward reaction prediction with 1.9M reactions from USPTO patents (1976-2016). Task: Predict the product of the given reaction. (1) The product is: [C:15]12([NH:25][CH2:1][C:3]3[CH:4]=[C:5](/[CH:9]=[CH:10]/[C:11]([O:13][CH3:14])=[O:12])[N:6]([CH3:8])[CH:7]=3)[CH2:22][CH:21]3[CH2:20][CH:19]([CH2:18][CH:17]([CH2:23]3)[CH2:16]1)[CH2:24]2. Given the reactants [CH:1]([C:3]1[CH:4]=[C:5](/[CH:9]=[CH:10]/[C:11]([O:13][CH3:14])=[O:12])[N:6]([CH3:8])[CH:7]=1)=O.[C:15]12([NH2:25])[CH2:24][CH:19]3[CH2:20][CH:21]([CH2:23][CH:17]([CH2:18]3)[CH2:16]1)[CH2:22]2.[BH4-].[Na+].O, predict the reaction product. (2) Given the reactants [Br-].[OH:2][CH2:3][CH2:4][N+:5]([CH3:10])([CH3:9])[CH2:6][CH2:7][CH3:8].[Li+].[C:12]([S:16]([N-:19][S:20]([C:23]([F:26])([F:25])[F:24])(=[O:22])=[O:21])(=[O:18])=[O:17])([F:15])([F:14])[F:13], predict the reaction product. The product is: [F:26][C:23]([F:24])([F:25])[S:20]([N-:19][S:16]([C:12]([F:13])([F:14])[F:15])(=[O:17])=[O:18])(=[O:21])=[O:22].[OH:2][CH2:3][CH2:4][N+:5]([CH3:10])([CH3:9])[CH2:6][CH2:7][CH3:8]. (3) The product is: [CH2:1]([O:3][CH:4]=[CH:5][C:7](=[O:13])[C:8]([O:10][CH2:11][CH3:12])=[O:9])[CH3:2]. Given the reactants [CH:1]([O:3][CH2:4][CH3:5])=[CH2:2].Cl[C:7](=[O:13])[C:8]([O:10][CH2:11][CH3:12])=[O:9].N1C=CC=CC=1.O, predict the reaction product. (4) The product is: [CH3:28][O:29][C:15]([C:2]1([CH3:1])[CH2:11][CH2:10][C:9]2[C:4](=[C:5]([CH3:14])[CH:6]=[C:7]([O:24][C:17](=[O:25])[C:18]3[CH:23]=[CH:22][CH:21]=[CH:20][CH:19]=3)[C:8]=2[CH3:12])[O:3]1)=[O:16]. Given the reactants [CH3:1][C:2]1([CH2:15][OH:16])[CH2:11][CH2:10][C:9]2[C:4](=[C:5]([CH3:14])[CH:6]=[C:7](O)[C:8]=2[CH3:12])[O:3]1.[C:17]([OH:25])(=[O:24])[C:18]1[CH:23]=[CH:22][CH:21]=[CH:20][CH:19]=1.CC1C(C)=C(O)C=C[C:28]=1[OH:29].C(OC)(=O)C(C)=C.C=O.C(NCCCC)CCC.[H-].[Al+3].[Li+].[H-].[H-].[H-], predict the reaction product. (5) Given the reactants Cl[C:2]1[N:3]=[C:4]2[CH:11]=[CH:10][N:9]=[C:8]([Cl:12])[C:5]2=[N:6][CH:7]=1.[O:13]1[CH:17]=[CH:16][N:15]=[C:14]1[CH2:18][OH:19].[H-].[Na+], predict the reaction product. The product is: [Cl:12][C:8]1[C:5]2=[N:6][CH:7]=[C:2]([O:19][CH2:18][C:14]3[O:13][CH:17]=[CH:16][N:15]=3)[N:3]=[C:4]2[CH:11]=[CH:10][N:9]=1. (6) Given the reactants [CH2:1]([C:3]1[C:4]2[CH:5]=[CH:6][C:7]([O:26][CH3:27])=[C:8]([O:24][CH3:25])[C:9]=2[CH2:10][NH+:11]2[CH2:20][CH2:19][C:18]3[C:13](=[CH:14][C:15]4[O:23][CH2:22][O:21][C:16]=4[CH:17]=3)[C:12]=12)[CH3:2].[I-].[CH2:29]([Mg]Cl)[CH:30]=[CH2:31].O1CCCC1, predict the reaction product. The product is: [CH2:31]([CH:10]1[N:11]2[CH2:20][CH2:19][C:18]3[C:13]([C:12]2=[C:3]([CH2:1][CH3:2])[C:4]2[CH:5]=[CH:6][C:7]([O:26][CH3:27])=[C:8]([O:24][CH3:25])[C:9]1=2)=[CH:14][C:15]1[O:23][CH2:22][O:21][C:16]=1[CH:17]=3)[CH:30]=[CH2:29].